Dataset: TCR-epitope binding with 47,182 pairs between 192 epitopes and 23,139 TCRs. Task: Binary Classification. Given a T-cell receptor sequence (or CDR3 region) and an epitope sequence, predict whether binding occurs between them. (1) The epitope is FLRGRAYGL. The TCR CDR3 sequence is CASSQDLAGTGVDIQYF. Result: 0 (the TCR does not bind to the epitope). (2) The TCR CDR3 sequence is CASSLSTSEQFF. The epitope is VTEHDTLLY. Result: 1 (the TCR binds to the epitope).